Predict the reaction yield, written as a fraction of the theoretical maximum amount of product (1.0 means a 100% yield; for example, 0.34 means a 34% yield). From a dataset of Reaction yield outcomes from USPTO patents with 853,638 reactions. (1) The product is [Cl:20][C:5]1[C:6]([NH:8][C:9]2[CH:19]=[CH:18][CH:17]=[CH:16][C:10]=2[C:11]([NH:13][O:14][CH3:15])=[O:12])=[CH:7][C:2]([NH:28][C:27]2[N:23]([CH2:21][CH3:22])[N:24]=[C:25]([CH3:29])[CH:26]=2)=[N:3][CH:4]=1. The catalyst is C([O-])(=O)C.[Pd+2].C([O-])(=O)C.O1CCOCC1.C1COCC1. The yield is 0.240. The reactants are Cl[C:2]1[CH:7]=[C:6]([NH:8][C:9]2[CH:19]=[CH:18][CH:17]=[CH:16][C:10]=2[C:11]([NH:13][O:14][CH3:15])=[O:12])[C:5]([Cl:20])=[CH:4][N:3]=1.[CH2:21]([N:23]1[C:27]([NH2:28])=[CH:26][C:25]([CH3:29])=[N:24]1)[CH3:22].C(=O)([O-])[O-].[Cs+].[Cs+].C1(P(C2C=CC=CC=2)C2C=CC3C(=CC=CC=3)C=2C2C3C(=CC=CC=3)C=CC=2P(C2C=CC=CC=2)C2C=CC=CC=2)C=CC=CC=1. (2) The reactants are Br[C:2]1[C:10]([CH3:11])=[C:9]2[C:5]([C:6](=[O:13])[C:7](=[O:12])[NH:8]2)=[CH:4][CH:3]=1.[C:14]1(B(O)O)[CH:19]=[CH:18][CH:17]=[CH:16][CH:15]=1.C([O-])(O)=O.[Na+]. The catalyst is COCCOC.O.C1C=CC([P]([Pd]([P](C2C=CC=CC=2)(C2C=CC=CC=2)C2C=CC=CC=2)([P](C2C=CC=CC=2)(C2C=CC=CC=2)C2C=CC=CC=2)[P](C2C=CC=CC=2)(C2C=CC=CC=2)C2C=CC=CC=2)(C2C=CC=CC=2)C2C=CC=CC=2)=CC=1. The product is [CH3:11][C:10]1[C:2]([C:14]2[CH:19]=[CH:18][CH:17]=[CH:16][CH:15]=2)=[CH:3][CH:4]=[C:5]2[C:9]=1[NH:8][C:7](=[O:12])[C:6]2=[O:13]. The yield is 0.510. (3) The reactants are Cl[C:2]1[CH:7]=[C:6](/[CH:8]=[CH:9]/[CH:10]([C:15]2[CH:20]=[C:19]([Cl:21])[CH:18]=[C:17]([Cl:22])[CH:16]=2)[C:11]([F:14])([F:13])[F:12])[CH:5]=[CH:4][C:3]=1[CH2:23][NH2:24].[C:25](OC(=O)C)(=[O:27])[CH3:26]. The catalyst is C(Cl)Cl.O. The product is [Cl:22][C:17]1[CH:16]=[C:15]([CH:10]([C:11]([F:14])([F:12])[F:13])/[CH:9]=[CH:8]/[C:6]2[CH:7]=[CH:2][C:3]([CH2:23][NH:24][C:25](=[O:27])[CH3:26])=[CH:4][CH:5]=2)[CH:20]=[C:19]([Cl:21])[CH:18]=1. The yield is 0.600. (4) The reactants are [CH2:1]([OH:34])[C@H:2]1[O:7][C@H:6]([O:8][CH2:9][C@H:10]2[O:15][C@H:14]([O:16][C@:17]3([CH2:26][OH:27])[O:21][C@H:20]([CH2:22][OH:23])[C@@H:19]([OH:24])[C@@H:18]3[OH:25])[C@H:13]([OH:28])[C@@H:12]([OH:29])[C@@H:11]2[OH:30])[C@H:5]([OH:31])[C@@H:4]([OH:32])[C@H:3]1[OH:33].O.O.O.O.O.O.[O:41]=[CH:42][C@@H:43]([C@H:45]([C@@H:47]([C@@H:49]([CH2:51][OH:52])[OH:50])[OH:48])[OH:46])[OH:44]. The catalyst is O. The product is [CH2:1]([OH:34])[C@H:2]1[O:7][C@H:6]([O:8][CH2:9][C@H:10]2[O:15][C@H:14]([O:16][C@:17]3([CH2:26][OH:27])[O:21][C@H:20]([CH2:22][OH:23])[C@@H:19]([OH:24])[C@@H:18]3[OH:25])[C@H:13]([OH:28])[C@@H:12]([OH:29])[C@@H:11]2[OH:30])[C@H:5]([OH:31])[C@@H:4]([OH:32])[C@H:3]1[OH:33].[O:41]=[CH:42][C@@H:43]([C@H:45]([C@@H:47]([C@@H:49]([CH2:51][OH:52])[OH:50])[OH:48])[OH:46])[OH:44]. The yield is 0.0450. (5) The reactants are [Br:1][C:2]1[CH:3]=[CH:4][C:5]([O:9][CH3:10])=[C:6]([OH:8])[CH:7]=1.[CH3:11][N:12]1[CH2:16][CH2:15][C@H:14](O)[CH2:13]1. The yield is 0.580. The product is [Br:1][C:2]1[CH:3]=[CH:4][C:5]([O:9][CH3:10])=[C:6]([CH:7]=1)[O:8][C@@H:14]1[CH2:15][CH2:16][N:12]([CH3:11])[CH2:13]1. No catalyst specified. (6) The reactants are [CH3:1][N:2]1[C:6]([C:7]2[CH:8]=[C:9]([C:12]([O:14][CH3:15])=[O:13])[S:10][CH:11]=2)=[CH:5][CH:4]=[N:3]1.C1C(=O)N([Br:23])C(=O)C1. The catalyst is O1CCCC1. The product is [Br:23][C:5]1[CH:4]=[N:3][N:2]([CH3:1])[C:6]=1[C:7]1[CH:8]=[C:9]([C:12]([O:14][CH3:15])=[O:13])[S:10][CH:11]=1. The yield is 0.800.